The task is: Regression. Given two drug SMILES strings and cell line genomic features, predict the synergy score measuring deviation from expected non-interaction effect.. This data is from NCI-60 drug combinations with 297,098 pairs across 59 cell lines. (1) Synergy scores: CSS=44.9, Synergy_ZIP=-2.81, Synergy_Bliss=-5.99, Synergy_Loewe=-6.11, Synergy_HSA=-3.34. Drug 1: C1=C(C(=O)NC(=O)N1)F. Drug 2: C1CCC(C(C1)N)N.C(=O)(C(=O)[O-])[O-].[Pt+4]. Cell line: OVCAR-4. (2) Drug 1: C1C(C(OC1N2C=C(C(=O)NC2=O)F)CO)O. Drug 2: C1=NC2=C(N1)C(=S)N=CN2. Cell line: EKVX. Synergy scores: CSS=6.54, Synergy_ZIP=-1.68, Synergy_Bliss=0.175, Synergy_Loewe=1.16, Synergy_HSA=0.991. (3) Drug 1: CC1=C(C(=CC=C1)Cl)NC(=O)C2=CN=C(S2)NC3=CC(=NC(=N3)C)N4CCN(CC4)CCO. Drug 2: CCCCC(=O)OCC(=O)C1(CC(C2=C(C1)C(=C3C(=C2O)C(=O)C4=C(C3=O)C=CC=C4OC)O)OC5CC(C(C(O5)C)O)NC(=O)C(F)(F)F)O. Cell line: NCI-H522. Synergy scores: CSS=31.6, Synergy_ZIP=0.0702, Synergy_Bliss=-1.67, Synergy_Loewe=-1.63, Synergy_HSA=-1.68. (4) Drug 1: C1CC(=O)NC(=O)C1N2CC3=C(C2=O)C=CC=C3N. Drug 2: C#CCC(CC1=CN=C2C(=N1)C(=NC(=N2)N)N)C3=CC=C(C=C3)C(=O)NC(CCC(=O)O)C(=O)O. Cell line: HT29. Synergy scores: CSS=-1.57, Synergy_ZIP=-7.53, Synergy_Bliss=-15.1, Synergy_Loewe=-27.1, Synergy_HSA=-13.8. (5) Drug 1: CC1=C(C(CCC1)(C)C)C=CC(=CC=CC(=CC(=O)O)C)C. Drug 2: CCC1=C2CN3C(=CC4=C(C3=O)COC(=O)C4(CC)O)C2=NC5=C1C=C(C=C5)O. Cell line: NCI/ADR-RES. Synergy scores: CSS=13.3, Synergy_ZIP=-1.03, Synergy_Bliss=-0.765, Synergy_Loewe=-87.1, Synergy_HSA=-1.41.